This data is from Forward reaction prediction with 1.9M reactions from USPTO patents (1976-2016). The task is: Predict the product of the given reaction. (1) Given the reactants [F:1][C:2]1[CH:26]=[C:25]([F:27])[CH:24]=[CH:23][C:3]=1[CH2:4][C@H:5]([CH2:21][CH3:22])[C:6](N1[C@H](C)[C@H](C2C=CC=CC=2)OC1=O)=[O:7].C1COCC1.[BH4-].[Na+], predict the reaction product. The product is: [F:1][C:2]1[CH:26]=[C:25]([F:27])[CH:24]=[CH:23][C:3]=1[CH2:4][C@H:5]([CH2:21][CH3:22])[CH2:6][OH:7]. (2) The product is: [NH2:29][C:27]1[N:26]([CH3:25])[C:30](=[O:33])[C:10]([C:9]2[CH:4]=[CH:3][C:2]([Br:1])=[C:7]([F:8])[CH:6]=2)([C:12]2[CH:16]=[C:15]([S:17]([CH3:20])(=[O:18])=[O:19])[N:14]([CH2:21][CH3:22])[CH:13]=2)[N:28]=1. Given the reactants [Br:1][C:2]1[CH:3]=[C:4]([C:9](=O)[C:10]([C:12]2[CH:16]=[C:15]([S:17]([CH3:20])(=[O:19])=[O:18])[N:14]([CH2:21][CH3:22])[CH:13]=2)=O)C=[CH:6][C:7]=1[F:8].Cl.[CH3:25][NH:26][C:27]([NH2:29])=[NH:28].[C:30]([O-:33])([O-])=O.[Na+].[Na+], predict the reaction product. (3) Given the reactants C([O:3][C:4](=[O:25])[C:5]1[CH:10]=[CH:9][C:8]([NH:11][C:12]2[N:17]=[C:16]([C:18]3[C:23]([CH3:24])=[N:22][CH:21]=[CH:20][N:19]=3)[CH:15]=[CH:14][N:13]=2)=[CH:7][CH:6]=1)C.C(OC(=O)C1C=CC(NC2N=C(C3C=NC=CC=3)C=CN=2)=CC=1)C, predict the reaction product. The product is: [CH3:24][C:23]1[C:18]([C:16]2[CH:15]=[CH:14][N:13]=[C:12]([NH:11][C:8]3[CH:9]=[CH:10][C:5]([C:4]([OH:25])=[O:3])=[CH:6][CH:7]=3)[N:17]=2)=[N:19][CH:20]=[CH:21][N:22]=1. (4) Given the reactants [C:1]([N:5]1[C:9]([C:10]2[CH:15]=[CH:14][C:13]([F:16])=[CH:12][CH:11]=2)=[CH:8][C:7]([CH2:17][NH2:18])=[N:6]1)([CH3:4])([CH3:3])[CH3:2].C(N(CC)CC)C.[C:26]1([S:32](Cl)(=[O:34])=[O:33])[CH:31]=[CH:30][CH:29]=[CH:28][CH:27]=1.O, predict the reaction product. The product is: [C:1]([N:5]1[C:9]([C:10]2[CH:11]=[CH:12][C:13]([F:16])=[CH:14][CH:15]=2)=[CH:8][C:7]([CH2:17][NH:18][S:32]([C:26]2[CH:31]=[CH:30][CH:29]=[CH:28][CH:27]=2)(=[O:34])=[O:33])=[N:6]1)([CH3:4])([CH3:3])[CH3:2]. (5) Given the reactants [Cl:1][C:2]1[CH:10]=[CH:9][C:8]2[NH:7][C:6]3[CH2:11][CH2:12][N:13]([CH3:15])[CH2:14][C:5]=3[C:4]=2[CH:3]=1.[OH-].[K+].[CH:18]([C:20]1[CH:21]=[N:22][CH:23]=[N:24][CH:25]=1)=[CH2:19], predict the reaction product. The product is: [Cl:1][C:2]1[CH:10]=[CH:9][C:8]2[N:7]([CH2:19][CH2:18][C:20]3[CH:21]=[N:22][CH:23]=[N:24][CH:25]=3)[C:6]3[CH2:11][CH2:12][N:13]([CH3:15])[CH2:14][C:5]=3[C:4]=2[CH:3]=1. (6) The product is: [F:27][C:28]1[CH:33]=[CH:32][C:31]([NH:34][C:35]([NH:37][C:2]([NH:1][CH2:4][C:5]2[CH:10]=[CH:9][CH:8]=[C:7]([C:11]3[N:15]=[CH:14][N:13]([C:16]4[CH:21]=[CH:20][C:19]([O:22][C:23]([F:25])([F:24])[F:26])=[CH:18][CH:17]=4)[N:12]=3)[CH:6]=2)=[O:3])=[S:36])=[C:30]([CH:38]([CH3:40])[CH3:39])[CH:29]=1. Given the reactants [N:1]([CH2:4][C:5]1[CH:6]=[C:7]([C:11]2[N:15]=[CH:14][N:13]([C:16]3[CH:21]=[CH:20][C:19]([O:22][C:23]([F:26])([F:25])[F:24])=[CH:18][CH:17]=3)[N:12]=2)[CH:8]=[CH:9][CH:10]=1)=[C:2]=[O:3].[F:27][C:28]1[CH:33]=[CH:32][C:31]([NH:34][C:35]([NH2:37])=[S:36])=[C:30]([CH:38]([CH3:40])[CH3:39])[CH:29]=1, predict the reaction product.